From a dataset of NCI-60 drug combinations with 297,098 pairs across 59 cell lines. Regression. Given two drug SMILES strings and cell line genomic features, predict the synergy score measuring deviation from expected non-interaction effect. Drug 1: CC1C(C(CC(O1)OC2CC(CC3=C2C(=C4C(=C3O)C(=O)C5=C(C4=O)C(=CC=C5)OC)O)(C(=O)C)O)N)O.Cl. Drug 2: CCCCC(=O)OCC(=O)C1(CC(C2=C(C1)C(=C3C(=C2O)C(=O)C4=C(C3=O)C=CC=C4OC)O)OC5CC(C(C(O5)C)O)NC(=O)C(F)(F)F)O. Cell line: IGROV1. Synergy scores: CSS=19.8, Synergy_ZIP=-5.79, Synergy_Bliss=-5.37, Synergy_Loewe=-8.23, Synergy_HSA=-4.26.